Dataset: NCI-60 drug combinations with 297,098 pairs across 59 cell lines. Task: Regression. Given two drug SMILES strings and cell line genomic features, predict the synergy score measuring deviation from expected non-interaction effect. (1) Drug 1: CC1C(C(CC(O1)OC2CC(CC3=C2C(=C4C(=C3O)C(=O)C5=C(C4=O)C(=CC=C5)OC)O)(C(=O)CO)O)N)O.Cl. Drug 2: C1=NNC2=C1C(=O)NC=N2. Cell line: SNB-19. Synergy scores: CSS=7.56, Synergy_ZIP=-4.74, Synergy_Bliss=-3.70, Synergy_Loewe=-10.3, Synergy_HSA=-2.49. (2) Drug 1: CCCCC(=O)OCC(=O)C1(CC(C2=C(C1)C(=C3C(=C2O)C(=O)C4=C(C3=O)C=CC=C4OC)O)OC5CC(C(C(O5)C)O)NC(=O)C(F)(F)F)O. Drug 2: B(C(CC(C)C)NC(=O)C(CC1=CC=CC=C1)NC(=O)C2=NC=CN=C2)(O)O. Cell line: HCC-2998. Synergy scores: CSS=82.0, Synergy_ZIP=3.77, Synergy_Bliss=5.88, Synergy_Loewe=-16.3, Synergy_HSA=3.68. (3) Drug 1: COC1=CC(=CC(=C1O)OC)C2C3C(COC3=O)C(C4=CC5=C(C=C24)OCO5)OC6C(C(C7C(O6)COC(O7)C8=CC=CS8)O)O. Drug 2: CCCS(=O)(=O)NC1=C(C(=C(C=C1)F)C(=O)C2=CNC3=C2C=C(C=N3)C4=CC=C(C=C4)Cl)F. Cell line: MALME-3M. Synergy scores: CSS=53.9, Synergy_ZIP=-5.42, Synergy_Bliss=-3.04, Synergy_Loewe=-3.21, Synergy_HSA=0.148. (4) Drug 1: CC1CCC2CC(C(=CC=CC=CC(CC(C(=O)C(C(C(=CC(C(=O)CC(OC(=O)C3CCCCN3C(=O)C(=O)C1(O2)O)C(C)CC4CCC(C(C4)OC)O)C)C)O)OC)C)C)C)OC. Drug 2: C(CCl)NC(=O)N(CCCl)N=O. Cell line: OVCAR-5. Synergy scores: CSS=19.2, Synergy_ZIP=-3.90, Synergy_Bliss=1.82, Synergy_Loewe=-12.4, Synergy_HSA=1.33. (5) Drug 1: C1=CC(=CC=C1CC(C(=O)O)N)N(CCCl)CCCl.Cl. Drug 2: CC1=C(C=C(C=C1)NC(=O)C2=CC=C(C=C2)CN3CCN(CC3)C)NC4=NC=CC(=N4)C5=CN=CC=C5. Cell line: OVCAR-4. Synergy scores: CSS=1.16, Synergy_ZIP=1.08, Synergy_Bliss=2.41, Synergy_Loewe=-2.31, Synergy_HSA=-1.45. (6) Drug 1: CCCS(=O)(=O)NC1=C(C(=C(C=C1)F)C(=O)C2=CNC3=C2C=C(C=N3)C4=CC=C(C=C4)Cl)F. Drug 2: C1CCC(C(C1)N)N.C(=O)(C(=O)[O-])[O-].[Pt+4]. Cell line: OVCAR3. Synergy scores: CSS=7.55, Synergy_ZIP=-2.30, Synergy_Bliss=0.282, Synergy_Loewe=-1.42, Synergy_HSA=-1.12. (7) Drug 1: C1=CC(=CC=C1CC(C(=O)O)N)N(CCCl)CCCl.Cl. Drug 2: CC(C)CN1C=NC2=C1C3=CC=CC=C3N=C2N. Cell line: RXF 393. Synergy scores: CSS=9.81, Synergy_ZIP=-1.65, Synergy_Bliss=1.02, Synergy_Loewe=-0.713, Synergy_HSA=-0.685. (8) Drug 1: CN1C2=C(C=C(C=C2)N(CCCl)CCCl)N=C1CCCC(=O)O.Cl. Drug 2: N.N.Cl[Pt+2]Cl. Cell line: NCI-H322M. Synergy scores: CSS=-0.683, Synergy_ZIP=-0.805, Synergy_Bliss=-2.62, Synergy_Loewe=-3.56, Synergy_HSA=-3.30. (9) Drug 1: C1=CN(C=N1)CC(O)(P(=O)(O)O)P(=O)(O)O. Drug 2: CC12CCC3C(C1CCC2OP(=O)(O)O)CCC4=C3C=CC(=C4)OC(=O)N(CCCl)CCCl.[Na+]. Cell line: NCIH23. Synergy scores: CSS=5.79, Synergy_ZIP=1.36, Synergy_Bliss=4.59, Synergy_Loewe=1.35, Synergy_HSA=0.909.